From a dataset of Catalyst prediction with 721,799 reactions and 888 catalyst types from USPTO. Predict which catalyst facilitates the given reaction. Reactant: [Si]([O:8][CH2:9][C:10]1[S:14][C:13]([C:15]([O:17][CH3:18])=[O:16])=[C:12]([C:19]2[CH:24]=[CH:23][CH:22]=[CH:21][CH:20]=2)[CH:11]=1)(C(C)(C)C)(C)C.Cl. Product: [OH:8][CH2:9][C:10]1[S:14][C:13]([C:15]([O:17][CH3:18])=[O:16])=[C:12]([C:19]2[CH:24]=[CH:23][CH:22]=[CH:21][CH:20]=2)[CH:11]=1. The catalyst class is: 5.